Dataset: Full USPTO retrosynthesis dataset with 1.9M reactions from patents (1976-2016). Task: Predict the reactants needed to synthesize the given product. (1) The reactants are: CC1C=CC(S(N[C@@H]([C@H](N)C2C=CC=CC=2)C2C=CC=CC=2)(=O)=O)=CC=1.C(N(CC)CC)C.CN(C=O)C.[CH2:39]([O:41][C@@H:42]([CH2:49][C:50]1[CH:55]=[CH:54][C:53]([O:56][CH2:57][C:58]([C:60]2[CH:65]=[CH:64][CH:63]=[C:62]([O:66][CH3:67])[CH:61]=2)=[O:59])=[CH:52][CH:51]=1)[C:43]([N:45]([O:47][CH3:48])C)=[O:44])[CH3:40]. Given the product [CH2:39]([O:41][C@@H:42]([CH2:49][C:50]1[CH:55]=[CH:54][C:53]([O:56][CH2:57][C@@H:58]([OH:59])[C:60]2[CH:65]=[CH:64][CH:63]=[C:62]([O:66][CH3:67])[CH:61]=2)=[CH:52][CH:51]=1)[C:43]([NH:45][O:47][CH3:48])=[O:44])[CH3:40], predict the reactants needed to synthesize it. (2) Given the product [CH2:15]([NH:22][C:8]1[CH:13]=[CH:12][C:11]([CH3:14])=[CH:10][CH:9]=1)[C:16]1[CH:21]=[CH:20][CH:19]=[CH:18][CH:17]=1, predict the reactants needed to synthesize it. The reactants are: CC([O-])(C)C.[Na+].Cl[C:8]1[CH:13]=[CH:12][C:11]([CH3:14])=[CH:10][CH:9]=1.[CH2:15]([NH2:22])[C:16]1[CH:21]=[CH:20][CH:19]=[CH:18][CH:17]=1. (3) The reactants are: Br[C:2]1[C:7](OCOCC[Si](C)(C)C)=[CH:6][CH:5]=[C:4]([CH2:17][O:18][CH2:19]OCC[Si](C)(C)C)[N:3]=1.[Li]CC[CH2:30][CH3:31].[CH3:32][C:33]([CH3:37])(C)[CH:34]=O.C1C[O:41]CC1. Given the product [CH3:19][O:18][CH:17]([C:4]1[C:5]([OH:41])=[CH:6][CH:7]=[C:2]([CH:30]=[CH2:31])[N:3]=1)[C:33]([CH3:37])([CH3:34])[CH3:32], predict the reactants needed to synthesize it.